This data is from HIV replication inhibition screening data with 41,000+ compounds from the AIDS Antiviral Screen. The task is: Binary Classification. Given a drug SMILES string, predict its activity (active/inactive) in a high-throughput screening assay against a specified biological target. (1) The molecule is Nc1nc(N)c(-c2ccccc2)c(CCC(=O)Nc2ccc(Cl)cc2)n1. The result is 0 (inactive). (2) The compound is CC(=O)C1=C(c2ccccc2)N(C2OC(CO)C(O)C(O)C2O)C(S)=C(C#N)C1c1ccc(Cl)cc1. The result is 0 (inactive). (3) The compound is O=C1[OH+][Co-4]234([O+]=C(c5ccco5)C=[N+]2c2ccccc21)[O+]=C(c1ccco1)C=[N+]3c1ccccc1C(=O)[OH+]4. The result is 0 (inactive). (4) The drug is CC(C)N1CSC(=S)N(Cc2ccccc2)C1. The result is 0 (inactive). (5) The molecule is O=c1c(O)c(-c2ccc(O)c(O)c2)oc2cc(O)ccc12. The result is 0 (inactive). (6) The drug is O=C(CC(CC(=O)Oc1c(Br)cc(Br)cc1C(=O)O)C(=O)Oc1c(Br)cc(Br)cc1C(=O)O)Oc1c(Br)cc(Br)cc1C(=O)O. The result is 0 (inactive).